This data is from Reaction yield outcomes from USPTO patents with 853,638 reactions. The task is: Predict the reaction yield, written as a fraction of the theoretical maximum amount of product (1.0 means a 100% yield; for example, 0.34 means a 34% yield). (1) The reactants are [OH-].[K+].[Cl:3][C:4]1[CH:5]=[C:6]2[C:10](=[CH:11][CH:12]=1)[NH:9][CH:8]=[CH:7]2.Br[CH2:14][CH2:15][C:16]([O:18]C)=[O:17]. The catalyst is CS(C)=O.O. The product is [Cl:3][C:4]1[CH:5]=[C:6]2[C:10](=[CH:11][CH:12]=1)[N:9]([CH2:14][CH2:15][C:16]([OH:18])=[O:17])[CH:8]=[CH:7]2. The yield is 0.680. (2) The reactants are [Cl:1][C:2]1[C:3]([NH:23][C:24]23[C:30]([CH3:32])([CH3:31])[C:27]([CH3:33])([CH2:28][CH2:29]2)[C:26](=[O:34])[CH2:25]3)=[C:4]2[N:10]=[C:9]([C:11]3[CH:16]=[CH:15][C:14]([N:17]4[CH2:22][CH2:21][O:20][CH2:19][CH2:18]4)=[CH:13][CH:12]=3)[NH:8][C:5]2=[N:6][CH:7]=1.C(O)C.[BH4-].[Na+]. No catalyst specified. The product is [Cl:1][C:2]1[C:3]([NH:23][C:24]23[C:30]([CH3:31])([CH3:32])[C:27]([CH3:33])([CH2:28][CH2:29]2)[CH:26]([OH:34])[CH2:25]3)=[C:4]2[N:10]=[C:9]([C:11]3[CH:16]=[CH:15][C:14]([N:17]4[CH2:22][CH2:21][O:20][CH2:19][CH2:18]4)=[CH:13][CH:12]=3)[NH:8][C:5]2=[N:6][CH:7]=1. The yield is 0.470.